From a dataset of NCI-60 drug combinations with 297,098 pairs across 59 cell lines. Regression. Given two drug SMILES strings and cell line genomic features, predict the synergy score measuring deviation from expected non-interaction effect. (1) Drug 1: CCC1(CC2CC(C3=C(CCN(C2)C1)C4=CC=CC=C4N3)(C5=C(C=C6C(=C5)C78CCN9C7C(C=CC9)(C(C(C8N6C=O)(C(=O)OC)O)OC(=O)C)CC)OC)C(=O)OC)O.OS(=O)(=O)O. Drug 2: CC1C(C(CC(O1)OC2CC(CC3=C2C(=C4C(=C3O)C(=O)C5=C(C4=O)C(=CC=C5)OC)O)(C(=O)CO)O)N)O.Cl. Cell line: OVCAR-4. Synergy scores: CSS=10.3, Synergy_ZIP=-3.11, Synergy_Bliss=-0.537, Synergy_Loewe=0.761, Synergy_HSA=0.877. (2) Drug 1: CC1=C2C(C(=O)C3(C(CC4C(C3C(C(C2(C)C)(CC1OC(=O)C(C(C5=CC=CC=C5)NC(=O)OC(C)(C)C)O)O)OC(=O)C6=CC=CC=C6)(CO4)OC(=O)C)OC)C)OC. Drug 2: CN(CC1=CN=C2C(=N1)C(=NC(=N2)N)N)C3=CC=C(C=C3)C(=O)NC(CCC(=O)O)C(=O)O. Cell line: HL-60(TB). Synergy scores: CSS=74.8, Synergy_ZIP=-2.36, Synergy_Bliss=-6.16, Synergy_Loewe=-8.94, Synergy_HSA=-5.26.